This data is from Catalyst prediction with 721,799 reactions and 888 catalyst types from USPTO. The task is: Predict which catalyst facilitates the given reaction. Reactant: [OH:1][C:2]1[CH:3]=[C:4]([CH:8]=[CH:9][C:10]=1[OH:11])[CH:5]=[N:6]O.[ClH:12]. Product: [ClH:12].[OH:1][C:2]1[CH:3]=[C:4]([CH:8]=[CH:9][C:10]=1[OH:11])[CH2:5][NH2:6]. The catalyst class is: 50.